This data is from TCR-epitope binding with 47,182 pairs between 192 epitopes and 23,139 TCRs. The task is: Binary Classification. Given a T-cell receptor sequence (or CDR3 region) and an epitope sequence, predict whether binding occurs between them. (1) The epitope is MLNIPSINV. The TCR CDR3 sequence is CSVEGAGDTDEQFF. Result: 0 (the TCR does not bind to the epitope). (2) The epitope is ATVVIGTSK. The TCR CDR3 sequence is CASSHGGFNEQFF. Result: 0 (the TCR does not bind to the epitope). (3) The epitope is LLMPILTLT. The TCR CDR3 sequence is CASSQGWDLNTDTQYF. Result: 0 (the TCR does not bind to the epitope). (4) The TCR CDR3 sequence is CASSFIAGTEAFF. The epitope is KRWIILGLNK. Result: 1 (the TCR binds to the epitope). (5) The epitope is AIMTRCLAV. The TCR CDR3 sequence is CASSLAGTGETQYF. Result: 0 (the TCR does not bind to the epitope). (6) The epitope is PKYVKQNTLKLAT. The TCR CDR3 sequence is CASSPGQGEQYF. Result: 1 (the TCR binds to the epitope). (7) The epitope is MPASWVMRI. The TCR CDR3 sequence is CASRYGLAGSDTQYF. Result: 1 (the TCR binds to the epitope). (8) The epitope is KLPDDFTGCV. The TCR CDR3 sequence is CASSYSTSADTQYF. Result: 1 (the TCR binds to the epitope).